This data is from Full USPTO retrosynthesis dataset with 1.9M reactions from patents (1976-2016). The task is: Predict the reactants needed to synthesize the given product. (1) Given the product [NH2:18][C:16]1[S:17][C:12]2[C:11]([N:21]([CH3:20])[C@H:22]([CH2:23][CH:24]([CH3:26])[CH3:25])[CH2:27][OH:28])=[N:10][C:9]([S:8][CH2:1][C:2]3[CH:7]=[CH:6][CH:5]=[CH:4][CH:3]=3)=[N:14][C:13]=2[N:15]=1, predict the reactants needed to synthesize it. The reactants are: [CH2:1]([S:8][C:9]1[N:10]=[C:11](Cl)[C:12]2[S:17][C:16]([NH2:18])=[N:15][C:13]=2[N:14]=1)[C:2]1[CH:7]=[CH:6][CH:5]=[CH:4][CH:3]=1.[CH3:20][NH:21][C@@H:22]([CH2:27][OH:28])[CH2:23][CH:24]([CH3:26])[CH3:25]. (2) Given the product [N:1]([CH2:4][C@@H:5]1[C@H:9]([OH:10])[CH2:8][CH2:7][N:6]1[C:22]([O:24][C:25]([CH3:28])([CH3:27])[CH3:26])=[O:23])=[N+:2]=[N-:3], predict the reactants needed to synthesize it. The reactants are: [N:1]([CH2:4][C@@H:5]1[C@@H:9]([O:10]C(C2C=CC([N+]([O-])=O)=CC=2)=O)[CH2:8][CH2:7][N:6]1[C:22]([O:24][C:25]([CH3:28])([CH3:27])[CH3:26])=[O:23])=[N+:2]=[N-:3].C(=O)([O-])[O-].[K+].[K+].O. (3) Given the product [N:17]1([CH2:16][CH2:15][O:14][C:7]2[C:8]3[C:13](=[CH:12][CH:11]=[CH:10][CH:9]=3)[C:4]([NH2:1])=[CH:5][CH:6]=2)[CH2:22][CH2:21][O:20][CH2:19][CH2:18]1, predict the reactants needed to synthesize it. The reactants are: [N+:1]([C:4]1[C:13]2[C:8](=[CH:9][CH:10]=[CH:11][CH:12]=2)[C:7]([O:14][CH2:15][CH2:16][N:17]2[CH2:22][CH2:21][O:20][CH2:19][CH2:18]2)=[CH:6][CH:5]=1)([O-])=O.